Dataset: Catalyst prediction with 721,799 reactions and 888 catalyst types from USPTO. Task: Predict which catalyst facilitates the given reaction. (1) Reactant: [H-].[Na+].ClC1C2N=C(CC(F)(F)F)[N:9](Cl)C=2C=CC=1.[Cl:19][C:20]1[CH:21]=[C:22]2[C:26](=[CH:27][C:28]=1[Cl:29])[NH:25][C:24]([CH2:30][C:31]([F:34])([F:33])[F:32])=C2.Br[CH2:36][C:37]1[C:38]([C:43]#[N:44])=[CH:39][CH:40]=[CH:41][CH:42]=1.[NH4+].[Cl-]. Product: [Cl:29][C:28]1[C:20]([Cl:19])=[CH:21][C:22]2[N:9]([CH2:36][C:37]3[CH:42]=[CH:41][CH:40]=[CH:39][C:38]=3[C:43]#[N:44])[C:24]([CH2:30][C:31]([F:32])([F:33])[F:34])=[N:25][C:26]=2[CH:27]=1. The catalyst class is: 3. (2) Reactant: [Cl:1][C:2]1[CH:7]=[CH:6][C:5]([NH:8][C:9]([CH:11]2[N:15]([C:16]3[C:21]([Cl:22])=[CH:20][CH:19]=[CH:18][N:17]=3)[N:14]=[C:13]([OH:23])[CH2:12]2)=[O:10])=[C:4]([C:24](=[O:31])[NH:25][CH:26]([CH:28]2[CH2:30][CH2:29]2)[CH3:27])[CH:3]=1.C(N(CC)CC)C.[N+:39]([C:42]1[CH:47]=[CH:46][C:45]([S:48](Cl)(=[O:50])=[O:49])=[CH:44][CH:43]=1)([O-:41])=[O:40].O. Product: [N+:39]([C:42]1[CH:43]=[CH:44][C:45]([S:48]([O:23][C:13]2[CH2:12][CH:11]([C:9](=[O:10])[NH:8][C:5]3[CH:6]=[CH:7][C:2]([Cl:1])=[CH:3][C:4]=3[C:24](=[O:31])[NH:25][CH:26]([CH:28]3[CH2:29][CH2:30]3)[CH3:27])[N:15]([C:16]3[C:21]([Cl:22])=[CH:20][CH:19]=[CH:18][N:17]=3)[N:14]=2)(=[O:50])=[O:49])=[CH:46][CH:47]=1)([O-:41])=[O:40]. The catalyst class is: 54. (3) Reactant: [CH3:1][C:2]1([CH2:18][C:19]2[O:20][CH:21]=[CH:22][N:23]=2)[C:10]2[C:5](=[CH:6][CH:7]=[CH:8][CH:9]=2)[N:4]([CH:11]2[CH2:16][CH2:15][NH:14][CH2:13][CH2:12]2)[C:3]1=[O:17].[CH:24]1[C:33]2[CH:34]3[CH:36]([C:31]4[C:32]=2[C:27]([CH:28]=[CH:29][CH:30]=4)=[CH:26][CH:25]=1)[O:35]3.O. Product: [OH:35][CH:34]1[C:33]2[C:32]3[C:27]([CH:26]=[CH:25][CH:24]=2)=[CH:28][CH:29]=[CH:30][C:31]=3[CH:36]1[N:14]1[CH2:15][CH2:16][CH:11]([N:4]2[C:5]3[C:10](=[CH:9][CH:8]=[CH:7][CH:6]=3)[C:2]([CH3:1])([CH2:18][C:19]3[O:20][CH:21]=[CH:22][N:23]=3)[C:3]2=[O:17])[CH2:12][CH2:13]1. The catalyst class is: 9. (4) Reactant: [OH:1][C@H:2]1[CH2:6][CH2:5][N:4]([CH2:7][CH2:8][CH2:9][C:10]2[CH:15]=[CH:14][C:13]([O:16][CH3:17])=[CH:12][CH:11]=2)[CH2:3]1.C(N(CC)CC)C.[CH3:25][S:26](Cl)(=[O:28])=[O:27]. Product: [CH3:25][S:26]([O:1][C@H:2]1[CH2:6][CH2:5][N:4]([CH2:7][CH2:8][CH2:9][C:10]2[CH:11]=[CH:12][C:13]([O:16][CH3:17])=[CH:14][CH:15]=2)[CH2:3]1)(=[O:28])=[O:27]. The catalyst class is: 46. (5) Reactant: [NH:1]1[C:9]2[C:4](=[CH:5][C:6]([NH:10][C:11](=[O:25])[C:12]3[CH:17]=[CH:16][C:15]([CH3:18])=[N:14][C:13]=3[N:19]3[CH2:24][CH2:23][CH2:22][CH2:21][CH2:20]3)=[CH:7][CH:8]=2)[CH2:3][CH2:2]1.[C:26]([O:30][C:31]([NH:33][C:34]1[N:39]=[C:38]([CH2:40][C:41](O)=[O:42])[CH:37]=[CH:36][CH:35]=1)=[O:32])([CH3:29])([CH3:28])[CH3:27].O.ON1C2C=CC=CC=2N=N1.CN(C)CCCN=C=NCC. Product: [CH3:18][C:15]1[N:14]=[C:13]([N:19]2[CH2:20][CH2:21][CH2:22][CH2:23][CH2:24]2)[C:12]([C:11]([NH:10][C:6]2[CH:5]=[C:4]3[C:9](=[CH:8][CH:7]=2)[N:1]([C:41](=[O:42])[CH2:40][C:38]2[N:39]=[C:34]([NH:33][C:31](=[O:32])[O:30][C:26]([CH3:27])([CH3:28])[CH3:29])[CH:35]=[CH:36][CH:37]=2)[CH2:2][CH2:3]3)=[O:25])=[CH:17][CH:16]=1. The catalyst class is: 255. (6) Reactant: [Cl:1][C:2]1[CH:3]=[C:4]([CH:18]=[CH:19][C:20]=1[Cl:21])[CH2:5][C:6]1[CH:7]=[N:8][C:9]2[N:10]([N:12]=[CH:13][C:14]=2[C:15]([OH:17])=O)[CH:11]=1.CN(C(ON1N=NC2C=CC=CC1=2)=[N+](C)C)C.[B-](F)(F)(F)F.C(N(CC)CC)C.[CH3:51][S:52][CH2:53][CH2:54][NH2:55]. Product: [Cl:1][C:2]1[CH:3]=[C:4]([CH:18]=[CH:19][C:20]=1[Cl:21])[CH2:5][C:6]1[CH:7]=[N:8][C:9]2[N:10]([N:12]=[CH:13][C:14]=2[C:15]([NH:55][CH2:54][CH2:53][S:52][CH3:51])=[O:17])[CH:11]=1. The catalyst class is: 3. (7) Reactant: [O-]S(S([O-])=O)=O.[Na+].[Na+].[Br:9][C:10]1[CH:15]=[C:14]([CH3:16])[C:13]([S:17][C:18]2[C:23]([N+]([O-])=O)=[C:22](/[CH:27]=[CH:28]/[N:29](C)C)[N:21]=[C:20]([N:32]([C:40]3[CH:45]=[CH:44][C:43]([C:46]#[N:47])=[CH:42][CH:41]=3)[C:33](=[O:39])[O:34][C:35]([CH3:38])([CH3:37])[CH3:36])[N:19]=2)=[C:12]([CH3:48])[CH:11]=1. Product: [Br:9][C:10]1[CH:11]=[C:12]([CH3:48])[C:13]([S:17][C:18]2[C:23]3[NH:29][CH:28]=[CH:27][C:22]=3[N:21]=[C:20]([N:32]([C:40]3[CH:45]=[CH:44][C:43]([C:46]#[N:47])=[CH:42][CH:41]=3)[C:33](=[O:39])[O:34][C:35]([CH3:38])([CH3:37])[CH3:36])[N:19]=2)=[C:14]([CH3:16])[CH:15]=1. The catalyst class is: 90. (8) Reactant: Br[C:2]1[CH:7]=[CH:6][C:5]([C:8]([F:11])([F:10])[F:9])=[CH:4][N:3]=1.[NH2:12][CH:13]1[CH2:18][CH2:17][N:16]([C:19]([O:21][C:22]([CH3:25])([CH3:24])[CH3:23])=[O:20])[CH2:15][CH2:14]1.C(=O)([O-])[O-].[K+].[K+].C(OCC)(=O)C. Product: [F:9][C:8]([F:11])([F:10])[C:5]1[CH:6]=[CH:7][C:2]([NH:12][CH:13]2[CH2:14][CH2:15][N:16]([C:19]([O:21][C:22]([CH3:25])([CH3:24])[CH3:23])=[O:20])[CH2:17][CH2:18]2)=[N:3][CH:4]=1. The catalyst class is: 58. (9) Reactant: [C:1](Cl)(=[O:5])[C:2](Cl)=O.[CH3:7][O:8][C:9](=[O:22])[C:10]1[CH:15]=[CH:14][C:13]([N:16]2C=[CH:19][CH:18]=[CH:17]2)=[CH:12][C:11]=1[Cl:21]. Product: [CH3:7][O:8][C:9](=[O:22])[C:10]1[CH:15]=[CH:14][C:13]([N:16]2[CH:17]=[CH:18][CH:19]=[C:2]2[CH:1]=[O:5])=[CH:12][C:11]=1[Cl:21]. The catalyst class is: 59. (10) Reactant: [N:1]12[CH2:8][CH2:7][C:4]([O:9][C:10](=[O:25])[NH:11][C:12]3[CH:17]=[C:16](Br)[CH:15]=[CH:14][C:13]=3[C:19]3[CH:24]=[CH:23][CH:22]=[CH:21][CH:20]=3)([CH2:5][CH2:6]1)[CH2:3][CH2:2]2.[CH2:26]([N:29]([CH3:37])[C:30](=[O:36])[O:31][C:32]([CH3:35])([CH3:34])[CH3:33])[CH:27]=[CH2:28].C1(C)C=CC=CC=1P(C1C=CC=CC=1C)C1C=CC=CC=1C.C(N(CC)C(C)C)(C)C. Product: [N:1]12[CH2:8][CH2:7][C:4]([O:9][C:10](=[O:25])[NH:11][C:12]3[CH:17]=[C:16](/[CH:28]=[CH:27]/[CH2:26][N:29]([C:30]([O:31][C:32]([CH3:35])([CH3:34])[CH3:33])=[O:36])[CH3:37])[CH:15]=[CH:14][C:13]=3[C:19]3[CH:24]=[CH:23][CH:22]=[CH:21][CH:20]=3)([CH2:5][CH2:6]1)[CH2:3][CH2:2]2. The catalyst class is: 524.